This data is from Catalyst prediction with 721,799 reactions and 888 catalyst types from USPTO. The task is: Predict which catalyst facilitates the given reaction. (1) Reactant: [NH2:1][C:2]1[C:3]2[C:10]([I:11])=[CH:9][N:8]([C@@H:12]3[CH2:15][C@H:14]([CH2:16]O)[CH2:13]3)[C:4]=2[N:5]=[CH:6][N:7]=1.I(C1C=CC=CC=1C(O)=O)(=O)=O.C(N(C(C)C)CC)(C)C.Cl.[O:40]=[S:41]1[CH2:46][CH2:45][NH:44][CH2:43][CH2:42]1.C(O[BH-](OC(=O)C)OC(=O)C)(=O)C.[Na+]. Product: [I:11][C:10]1[C:3]2[C:2]([NH2:1])=[N:7][CH:6]=[N:5][C:4]=2[N:8]([C@H:12]2[CH2:15][C@@H:14]([CH2:16][N:44]3[CH2:45][CH2:46][S:41](=[O:40])[CH2:42][CH2:43]3)[CH2:13]2)[CH:9]=1. The catalyst class is: 643. (2) Product: [Cl:13][C:8]1[C:7]2[NH:6][C:5](=[S:14])[N:4]([CH2:3][CH2:2][NH:1][CH2:22][C:23]([CH3:26])([CH3:25])[CH3:24])[C:12]=2[CH:11]=[CH:10][N:9]=1. The catalyst class is: 5. Reactant: [NH2:1][CH2:2][CH2:3][N:4]1[C:12]2[CH:11]=[CH:10][N:9]=[C:8]([Cl:13])[C:7]=2[NH:6][C:5]1=[S:14].CCN(CC)CC.[CH:22](=O)[C:23]([CH3:26])([CH3:25])[CH3:24].[BH3-]C#N.[Na+]. (3) Reactant: [CH2:1]([O:3][C:4]([C@@H:6]1[CH2:15][C@@H:14]2[C@@H:9]([CH2:10][CH2:11][C@H:12]([CH2:16][N:17]3[CH:21]=[C:20]([C:22]([O:24][CH2:25][CH3:26])=[O:23])[N:19]=[CH:18]3)[CH2:13]2)[CH2:8][NH:7]1)=[O:5])[CH3:2].[ClH:27]. Product: [ClH:27].[ClH:27].[CH2:1]([O:3][C:4]([C@@H:6]1[CH2:15][C@@H:14]2[C@@H:9]([CH2:10][CH2:11][C@H:12]([CH2:16][N:17]3[CH:21]=[C:20]([C:22]([O:24][CH2:25][CH3:26])=[O:23])[N:19]=[CH:18]3)[CH2:13]2)[CH2:8][NH:7]1)=[O:5])[CH3:2]. The catalyst class is: 698.